This data is from Catalyst prediction with 721,799 reactions and 888 catalyst types from USPTO. The task is: Predict which catalyst facilitates the given reaction. Reactant: [NH2:1][CH2:2][CH2:3][NH:4][S:5]([C:8]1[C:16]2[C:11](=[CH:12][CH:13]=[C:14]([Br:17])[CH:15]=2)[NH:10][C:9]=1[C:18]([NH2:20])=[O:19])(=[O:7])=[O:6].C(N(CC)CC)C.[CH2:28]([S:30](Cl)(=[O:32])=[O:31])[CH3:29]. Product: [Br:17][C:14]1[CH:15]=[C:16]2[C:11](=[CH:12][CH:13]=1)[NH:10][C:9]([C:18]([NH2:20])=[O:19])=[C:8]2[S:5]([NH:4][CH2:3][CH2:2][NH:1][S:30]([CH2:28][CH3:29])(=[O:32])=[O:31])(=[O:6])=[O:7]. The catalyst class is: 25.